This data is from Catalyst prediction with 721,799 reactions and 888 catalyst types from USPTO. The task is: Predict which catalyst facilitates the given reaction. Reactant: C([O:3][C:4]([C:6]1[N:7]=[C:8]([NH:12][C:13]2[CH:18]=[CH:17][C:16]([O:19][CH3:20])=[C:15]([O:21][CH3:22])[CH:14]=2)[S:9][C:10]=1[CH3:11])=[O:5])C.[OH-].[K+]. Product: [CH3:22][O:21][C:15]1[CH:14]=[C:13]([NH:12][C:8]2[S:9][C:10]([CH3:11])=[C:6]([C:4]([OH:5])=[O:3])[N:7]=2)[CH:18]=[CH:17][C:16]=1[O:19][CH3:20]. The catalyst class is: 1.